This data is from Catalyst prediction with 721,799 reactions and 888 catalyst types from USPTO. The task is: Predict which catalyst facilitates the given reaction. (1) Reactant: Br.[Br:2][C:3]1[C:27]([F:28])=[CH:26][C:6]2[O:7][C:8]3[CH:24]=[C:23]([F:25])[CH:22]=[CH:21][C:9]=3[C@H:10]3[C@H:15]([NH:16]C(=O)OC)[CH2:14][CH2:13][CH2:12][N:11]3[C:5]=2[CH:4]=1.[OH-].[Na+]. Product: [Br:2][C:3]1[C:27]([F:28])=[CH:26][C:6]2[O:7][C:8]3[CH:24]=[C:23]([F:25])[CH:22]=[CH:21][C:9]=3[C@H:10]3[C@H:15]([NH2:16])[CH2:14][CH2:13][CH2:12][N:11]3[C:5]=2[CH:4]=1. The catalyst class is: 15. (2) Reactant: [S:1]1[CH:5]=[CH:4][C:3]([NH:6][C:7](=[O:9])[CH3:8])=[CH:2]1.[NH4+].[N:11]#[C:12][S-:13].BrBr.CC([O-])=O.[Na+]. Product: [S:13]([C:2]1[S:1][CH:5]=[CH:4][C:3]=1[NH:6][C:7](=[O:9])[CH3:8])[C:12]#[N:11]. The catalyst class is: 24. (3) Reactant: [C:1]([C:3]([C:6]1[CH:7]=[C:8]([CH:12]=[CH:13][CH:14]=1)[C:9]([OH:11])=O)([CH3:5])[CH3:4])#[N:2].C(Cl)(=O)C(Cl)=O.O1CCCC1.[NH2:26][C:27]1[CH:28]=[C:29]([CH:44]=[CH:45][CH:46]=1)[O:30][C:31]1[CH:32]=[CH:33][C:34]2[N:35]([CH:37]=[C:38]([NH:40][C:41](=[O:43])[CH3:42])[N:39]=2)[N:36]=1. Product: [C:41]([NH:40][C:38]1[N:39]=[C:34]2[CH:33]=[CH:32][C:31]([O:30][C:29]3[CH:28]=[C:27]([NH:26][C:9](=[O:11])[C:8]4[CH:12]=[CH:13][CH:14]=[C:6]([C:3]([C:1]#[N:2])([CH3:4])[CH3:5])[CH:7]=4)[CH:46]=[CH:45][CH:44]=3)=[N:36][N:35]2[CH:37]=1)(=[O:43])[CH3:42]. The catalyst class is: 637. (4) Reactant: Br[C:2]1[CH:3]=[C:4]2[C:9](=[CH:10][CH:11]=1)[C:8](=[O:12])[N:7]([CH2:13][C:14]([CH3:25])([CH3:24])[CH2:15][O:16][Si:17]([C:20]([CH3:23])([CH3:22])[CH3:21])([CH3:19])[CH3:18])[CH:6]=[C:5]2[S:26]([N:29]1[CH2:34][CH2:33][N:32]([C:35]([O:37][C:38]([CH3:41])([CH3:40])[CH3:39])=[O:36])[C@@H:31]([CH2:42][OH:43])[CH2:30]1)(=[O:28])=[O:27].[CH:44]1([NH:47][C:48](=[O:66])[C:49]2[CH:54]=[C:53](B3OC(C)(C)C(C)(C)O3)[C:52]([CH3:64])=[C:51]([F:65])[CH:50]=2)[CH2:46][CH2:45]1.C(=O)([O-])[O-].[K+].[K+]. Product: [Si:17]([O:16][CH2:15][C:14]([CH3:24])([CH3:25])[CH2:13][N:7]1[CH:6]=[C:5]([S:26]([N:29]2[CH2:34][CH2:33][N:32]([C:35]([O:37][C:38]([CH3:40])([CH3:39])[CH3:41])=[O:36])[C@@H:31]([CH2:42][OH:43])[CH2:30]2)(=[O:28])=[O:27])[C:4]2[C:9](=[CH:10][CH:11]=[C:2]([C:53]3[CH:54]=[C:49]([C:48](=[O:66])[NH:47][CH:44]4[CH2:45][CH2:46]4)[CH:50]=[C:51]([F:65])[C:52]=3[CH3:64])[CH:3]=2)[C:8]1=[O:12])([C:20]([CH3:22])([CH3:21])[CH3:23])([CH3:19])[CH3:18]. The catalyst class is: 3. (5) Reactant: [C:1]([O:5][C:6]([N:8]1[CH2:13][CH:12]=[C:11]([C:14]2[C:22]3[S:21][C:20]([NH2:23])=[N:19][C:18]=3[C:17]([O:24][CH3:25])=[CH:16][CH:15]=2)[CH2:10][CH2:9]1)=[O:7])([CH3:4])([CH3:3])[CH3:2].C([N:28]([CH:32]([CH3:34])[CH3:33])[CH:29]([CH3:31])C)C.CO.C1C[O:40][CH2:39][CH2:38]1. Product: [C:1]([O:5][C:6]([N:8]1[CH2:9][CH:10]=[C:11]([C:14]2[C:22]3[S:21][C:20]([NH:23][C:39]([C:38]4[CH:31]=[CH:29][N:28]=[C:32]([CH3:33])[CH:34]=4)=[O:40])=[N:19][C:18]=3[C:17]([O:24][CH3:25])=[CH:16][CH:15]=2)[CH2:12][CH2:13]1)=[O:7])([CH3:4])([CH3:3])[CH3:2]. The catalyst class is: 4. (6) Reactant: FC(F)(F)C(O)=O.[N:8]1([C:13]2[N:18]=[CH:17][C:16]([CH2:19][C:20]([O:22]C(C)(C)C)=[O:21])=[CH:15][N:14]=2)[CH:12]=[N:11][N:10]=[N:9]1. Product: [N:8]1([C:13]2[N:14]=[CH:15][C:16]([CH2:19][C:20]([OH:22])=[O:21])=[CH:17][N:18]=2)[CH:12]=[N:11][N:10]=[N:9]1. The catalyst class is: 4.